Dataset: Catalyst prediction with 721,799 reactions and 888 catalyst types from USPTO. Task: Predict which catalyst facilitates the given reaction. (1) The catalyst class is: 22. Reactant: [OH:1][CH2:2][C@H:3]1O[C:6](=[O:8])[CH2:5][CH2:4]1.[F:9][C:10]1[CH:16]=[CH:15][C:13]([NH2:14])=[CH:12][CH:11]=1.Cl. Product: [F:9][C:10]1[CH:16]=[CH:15][C:13]([N:14]2[C@@H:3]([CH2:2][OH:1])[CH2:4][CH2:5][C:6]2=[O:8])=[CH:12][CH:11]=1. (2) Reactant: [CH3:1][N:2]([CH3:16])[C@@H:3]1[CH2:8][CH2:7][CH2:6][N:5](C(OC(C)(C)C)=O)[CH2:4]1.C(Cl)[Cl:18]. Product: [ClH:18].[ClH:18].[CH3:1][N:2]([CH3:16])[C@@H:3]1[CH2:8][CH2:7][CH2:6][NH:5][CH2:4]1. The catalyst class is: 89. (3) Product: [CH3:24][O:23][C:20]1[CH:21]=[CH:22][C:17]([CH2:16][N:15]([CH2:25][C:26]2[CH:31]=[CH:30][C:29]([O:32][CH3:33])=[CH:28][CH:27]=2)[C:10]2[N:11]=[C:12]([CH3:14])[N:13]=[C:8]([C:7]3[C:2]([NH:34][C:35]4[CH:36]=[CH:37][C:38]([NH:41][C:42](=[O:48])[O:43][C:44]([CH3:46])([CH3:45])[CH3:47])=[N:39][CH:40]=4)=[N:3][CH:4]=[CH:5][CH:6]=3)[N:9]=2)=[CH:18][CH:19]=1. The catalyst class is: 1. Reactant: F[C:2]1[C:7]([C:8]2[N:13]=[C:12]([CH3:14])[N:11]=[C:10]([N:15]([CH2:25][C:26]3[CH:31]=[CH:30][C:29]([O:32][CH3:33])=[CH:28][CH:27]=3)[CH2:16][C:17]3[CH:22]=[CH:21][C:20]([O:23][CH3:24])=[CH:19][CH:18]=3)[N:9]=2)=[CH:6][CH:5]=[CH:4][N:3]=1.[NH2:34][C:35]1[CH:36]=[CH:37][C:38]([NH:41][C:42](=[O:48])[O:43][C:44]([CH3:47])([CH3:46])[CH3:45])=[N:39][CH:40]=1.[Li+].C[Si]([N-][Si](C)(C)C)(C)C. (4) The catalyst class is: 63. Reactant: [CH:1]1([N:7]2[C:15]3[CH:14]=[C:13]([O:16][CH3:17])[N:12]=[CH:11][C:10]=3[CH:9]=[CH:8]2)[CH2:6][CH2:5][CH2:4][CH:3]=[CH:2]1. Product: [CH:1]1([N:7]2[C:15]3[CH:14]=[C:13]([O:16][CH3:17])[N:12]=[CH:11][C:10]=3[CH:9]=[CH:8]2)[CH2:6][CH2:5][CH2:4][CH2:3][CH2:2]1. (5) Reactant: [Cl:1][C:2]1[CH:7]=[CH:6][C:5]([S:8]([CH:11]([C:19]2[CH:24]=[C:23]([F:25])[CH:22]=[CH:21][C:20]=2[F:26])[CH:12]([CH3:18])[CH2:13][CH2:14][CH2:15][S:16][CH3:17])(=[O:10])=[O:9])=[CH:4][CH:3]=1.ClC1C=CC=C(C(OO)=[O:35])C=1. Product: [Cl:1][C:2]1[CH:7]=[CH:6][C:5]([S:8]([CH:11]([C:19]2[CH:24]=[C:23]([F:25])[CH:22]=[CH:21][C:20]=2[F:26])[CH:12]([CH3:18])[CH2:13][CH2:14][CH2:15][S:16]([CH3:17])=[O:35])(=[O:10])=[O:9])=[CH:4][CH:3]=1. The catalyst class is: 2. (6) Reactant: CC(OI1(OC(C)=O)(OC(C)=O)OC(=O)C2C=CC=CC1=2)=O.[OH:23][CH:24]([C:34]1[CH:41]=[CH:40][C:37]([CH2:38][OH:39])=[CH:36][C:35]=1[CH3:42])[CH2:25][CH2:26][CH2:27][CH2:28][CH2:29][CH2:30][CH2:31][CH2:32][CH3:33]. Product: [CH3:42][C:35]1[CH:36]=[C:37]([CH:40]=[CH:41][C:34]=1[C:24](=[O:23])[CH2:25][CH2:26][CH2:27][CH2:28][CH2:29][CH2:30][CH2:31][CH2:32][CH3:33])[CH:38]=[O:39]. The catalyst class is: 2.